Predict the reaction yield, written as a fraction of the theoretical maximum amount of product (1.0 means a 100% yield; for example, 0.34 means a 34% yield). From a dataset of Reaction yield outcomes from USPTO patents with 853,638 reactions. (1) The reactants are [N-:1]=[N+:2]=[N-:3].[Na+].[C:5]([NH:8][C:9]1[CH:14]=[CH:13][C:12]([S:15](Cl)(=[O:17])=[O:16])=[CH:11][CH:10]=1)(=[O:7])[CH3:6]. The catalyst is CC(C)=O.O. The product is [C:5]([NH:8][C:9]1[CH:10]=[CH:11][C:12]([S:15]([N:1]=[N+:2]=[N-:3])(=[O:17])=[O:16])=[CH:13][CH:14]=1)(=[O:7])[CH3:6]. The yield is 0.870. (2) The reactants are [NH:1]([C:6]([O:8][C:9]([CH3:12])([CH3:11])[CH3:10])=[O:7])[CH2:2][C:3]([OH:5])=O.CN1CCOCC1.C(O)(C(F)(F)F)=O.[NH2:27][C@H:28]([C:36]([N:38]1[CH2:45][CH2:44][CH2:43][C@H:39]1[C:40]([NH2:42])=[O:41])=[O:37])[CH2:29][C:30]1[CH:35]=[CH:34][CH:33]=[CH:32][CH:31]=1.CCN(C(C)C)C(C)C. The catalyst is CN(C=O)C.COCCOC. The product is [NH:1]([C:6]([O:8][C:9]([CH3:12])([CH3:11])[CH3:10])=[O:7])[CH2:2][C:3]([NH:27][C@H:28]([C:36]([N:38]1[CH2:45][CH2:44][CH2:43][C@H:39]1[C:40]([NH2:42])=[O:41])=[O:37])[CH2:29][C:30]1[CH:31]=[CH:32][CH:33]=[CH:34][CH:35]=1)=[O:5]. The yield is 0.947. (3) The reactants are [Br:1][C:2]1[CH:3]=[C:4]([OH:8])[CH:5]=[CH:6][CH:7]=1.[N+:9]([O-])([O-:11])=[O:10].[Na+].O. The catalyst is S(=O)(=O)(O)O. The product is [Br:1][C:2]1[CH:7]=[CH:6][C:5]([N+:9]([O-:11])=[O:10])=[C:4]([OH:8])[CH:3]=1. The yield is 0.200. (4) The reactants are C([O:4][CH2:5][C:6]1[CH:11]=[C:10]([CH2:12][O:13]C(=O)C)[CH:9]=[CH:8][C:7]=1[Br:17])(=O)C.C(OCC1C=CC=C(COC(=O)C)C=1Br)(=O)C.[OH-].[Na+]. The catalyst is CO. The product is [OH:4][CH2:5][C:6]1[CH:11]=[C:10]([CH2:12][OH:13])[CH:9]=[CH:8][C:7]=1[Br:17]. The yield is 0.837. (5) The reactants are [F:1][C:2]1[CH:10]=[CH:9][CH:8]=[C:7]2[C:3]=1[C:4]([CH2:18][N:19]1[C:27]3[N:26]=[CH:25][NH:24][C:23]=3[C:22](=[O:28])[NH:21][C:20]1=[S:29])=[CH:5][N:6]2C(OC(C)(C)C)=O.C1C(I)=C(OC2C=C(I)C(O)=C(I)C=2)C(I)=CC=1C(O)=O. The catalyst is C(Cl)Cl. The product is [F:1][C:2]1[CH:10]=[CH:9][CH:8]=[C:7]2[C:3]=1[C:4]([CH2:18][N:19]1[C:27]3[N:26]=[CH:25][NH:24][C:23]=3[C:22](=[O:28])[NH:21][C:20]1=[S:29])=[CH:5][NH:6]2. The yield is 0.420. (6) The reactants are [CH2:1]1[CH2:6][C@H:5]([C:7]([OH:9])=[O:8])[CH2:4][CH2:3][C@H:2]1[CH2:10][NH2:11].[CH:12]1([C:18]([O:20][CH:21]([O:23][C:24](ON2C(=O)CCC2=O)=[O:25])[CH3:22])=[O:19])[CH2:17][CH2:16][CH2:15][CH2:14][CH2:13]1. The catalyst is CC(OC)(C)C.CC(C)=O.O. The product is [CH:12]1([C:18]([O:20][CH:21]([O:23][C:24]([NH:11][CH2:10][C@H:2]2[CH2:3][CH2:4][C@H:5]([C:7]([OH:9])=[O:8])[CH2:6][CH2:1]2)=[O:25])[CH3:22])=[O:19])[CH2:13][CH2:14][CH2:15][CH2:16][CH2:17]1. The yield is 0.260. (7) The reactants are Br[C:2]1[NH:6][C:5]([C@@H:7]2[CH2:11][CH2:10][CH2:9][N:8]2[C:12](=[O:22])[C@@H:13]([NH:17][C:18](=[O:21])[O:19][CH3:20])[CH:14]([CH3:16])[CH3:15])=[N:4][CH:3]=1.CC1(C)C(C)(C)OB([C:31]2[CH:36]=[C:35]3[CH2:37][O:38][C:39]4[CH:63]=[C:62]5[C:42]([CH:43]=[CH:44][C:45]6[N:49]=[C:48]([CH:50]7[CH2:54][CH2:53][CH2:52][N:51]7[C:55]([O:57][C:58]([CH3:61])([CH3:60])[CH3:59])=[O:56])[NH:47][C:46]=65)=[CH:41][C:40]=4[C:34]3=[CH:33][CH:32]=2)O1.C(=O)([O-])[O-].[K+].[K+]. The catalyst is COCCOC.CN(C)C=O.C1C=CC(P(C2C=CC=CC=2)[C-]2C=CC=C2)=CC=1.C1C=CC(P(C2C=CC=CC=2)[C-]2C=CC=C2)=CC=1.Cl[Pd]Cl.[Fe+2]. The product is [CH3:20][O:19][C:18]([NH:17][C@H:13]([C:12]([N:8]1[CH2:9][CH2:10][CH2:11][CH:7]1[C:5]1[NH:6][C:2]([C:31]2[CH:36]=[C:35]3[CH2:37][O:38][C:39]4[CH:63]=[C:62]5[C:42]([CH:43]=[CH:44][C:45]6[N:49]=[C:48]([CH:50]7[CH2:54][CH2:53][CH2:52][N:51]7[C:55]([O:57][C:58]([CH3:59])([CH3:60])[CH3:61])=[O:56])[NH:47][C:46]=65)=[CH:41][C:40]=4[C:34]3=[CH:33][CH:32]=2)=[CH:3][N:4]=1)=[O:22])[CH:14]([CH3:16])[CH3:15])=[O:21]. The yield is 0.590.